This data is from Forward reaction prediction with 1.9M reactions from USPTO patents (1976-2016). The task is: Predict the product of the given reaction. (1) Given the reactants [CH3:1][C:2]1[CH:6]=[CH:5][N:4]([C:7]2[CH:28]=[CH:27][C:10]([O:11][CH2:12][C@@H:13]3[C@@H:18]([NH:19][C:20](=[O:26])[O:21][C:22]([CH3:25])([CH3:24])[CH3:23])[CH2:17][CH2:16][O:15][CH2:14]3)=[CH:9][CH:8]=2)[N:3]=1.C1C(=O)N([Cl:36])C(=O)C1, predict the reaction product. The product is: [Cl:36][C:6]1[C:2]([CH3:1])=[N:3][N:4]([C:7]2[CH:8]=[CH:9][C:10]([O:11][CH2:12][C@@H:13]3[C@@H:18]([NH:19][C:20](=[O:26])[O:21][C:22]([CH3:25])([CH3:23])[CH3:24])[CH2:17][CH2:16][O:15][CH2:14]3)=[CH:27][CH:28]=2)[CH:5]=1. (2) Given the reactants C(O[C:6](=[O:41])[CH2:7][NH:8][C:9]([C:11]1[N:15]2[C@:16]([CH3:40])([CH2:28][C:29]3[CH:34]=[CH:33][C:32]([O:35][C:36]([F:39])([F:38])[F:37])=[CH:31][CH:30]=3)[C:17](=[O:27])[N:18]([C:19]3[CH:24]=[C:23]([Cl:25])[CH:22]=[C:21]([Cl:26])[CH:20]=3)[C:14]2=[N:13][CH:12]=1)=[O:10])(C)(C)C.Cl.O1CCOCC1.[NH:49]1[CH2:53][CH2:52][C@@H:51]([C:54]2[N:55]=[N:56][NH:57][N:58]=2)[CH2:50]1.C1C=NC2N(O)N=NC=2C=1.C(N(CC)CC)C.CN(C(ON1N=NC2C=CC=NC1=2)=[N+](C)C)C.F[P-](F)(F)(F)(F)F, predict the reaction product. The product is: [Cl:26][C:21]1[CH:20]=[C:19]([N:18]2[C:17](=[O:27])[C@@:16]([CH3:40])([CH2:28][C:29]3[CH:30]=[CH:31][C:32]([O:35][C:36]([F:39])([F:38])[F:37])=[CH:33][CH:34]=3)[N:15]3[C:11]([C:9]([NH:8][CH2:7][C:6](=[O:41])[N:49]4[CH2:53][CH2:52][C@@H:51]([C:54]5[N:55]=[N:56][NH:57][N:58]=5)[CH2:50]4)=[O:10])=[CH:12][N:13]=[C:14]23)[CH:24]=[C:23]([Cl:25])[CH:22]=1. (3) Given the reactants [F:1][C:2]1[CH:7]=[CH:6][CH:5]=[CH:4][C:3]=1[C:8]1[N:9]=[N:10][N:11]([CH3:18])[C:12]=1[C:13]1[N:14]=[CH:15][NH:16][CH:17]=1.Cl[C:20]1[CH:25]=[CH:24][C:23]([C:26]([F:29])([F:28])[F:27])=[CH:22][N:21]=1.C(=O)([O-])[O-].[K+].[K+].O, predict the reaction product. The product is: [F:1][C:2]1[CH:7]=[CH:6][CH:5]=[CH:4][C:3]=1[C:8]1[N:9]=[N:10][N:11]([CH3:18])[C:12]=1[C:13]1[N:14]=[CH:15][N:16]([C:20]2[CH:25]=[CH:24][C:23]([C:26]([F:29])([F:28])[F:27])=[CH:22][N:21]=2)[CH:17]=1. (4) Given the reactants [Cl:1][C:2]1[C:3]([NH:21][C:22]2[CH:30]=[CH:29][CH:28]=[CH:27][C:23]=2[C:24]([NH2:26])=[O:25])=[N:4][C:5]([NH:8][C:9]2[CH:10]=[CH:11][C:12]3[C:18](=[O:19])[NH:17][CH2:16][CH2:15][NH:14][C:13]=3[CH:20]=2)=[N:6][CH:7]=1.Cl[C:32]1N=C(NC2C=CC=CC=2C(NC)=O)C(Cl)=CN=1.NC1C=CC2C(=O)NCCNC=2C=1.Cl.O.O1CCOCC1, predict the reaction product. The product is: [Cl:1][C:2]1[C:3]([NH:21][C:22]2[CH:30]=[CH:29][CH:28]=[CH:27][C:23]=2[C:24]([NH:26][CH3:32])=[O:25])=[N:4][C:5]([NH:8][C:9]2[CH:10]=[CH:11][C:12]3[C:18](=[O:19])[NH:17][CH2:16][CH2:15][NH:14][C:13]=3[CH:20]=2)=[N:6][CH:7]=1. (5) Given the reactants [CH2:1]([O:8][C:9]1[CH:10]=[C:11]([CH:17]([C:19]2[CH:24]=[CH:23][C:22]([O:25][CH3:26])=[C:21]([O:27][CH2:28][C:29]3[CH:34]=[CH:33][CH:32]=[CH:31][CH:30]=3)[CH:20]=2)O)[CH:12]=[CH:13][C:14]=1[O:15][CH3:16])[C:2]1[CH:7]=[CH:6][CH:5]=[CH:4][CH:3]=1.[NH:35]1[CH:39]=[N:38][CH:37]=[N:36]1.CC1C=CC(S(O)(=O)=O)=CC=1, predict the reaction product. The product is: [CH2:1]([O:8][C:9]1[CH:10]=[C:11]([CH:17]([C:19]2[CH:24]=[CH:23][C:22]([O:25][CH3:26])=[C:21]([O:27][CH2:28][C:29]3[CH:34]=[CH:33][CH:32]=[CH:31][CH:30]=3)[CH:20]=2)[N:35]2[CH:39]=[N:38][CH:37]=[N:36]2)[CH:12]=[CH:13][C:14]=1[O:15][CH3:16])[C:2]1[CH:7]=[CH:6][CH:5]=[CH:4][CH:3]=1. (6) Given the reactants COC(=O)[NH:4][C:5]1[NH:6][C:7]2[C:8]([N:39]=1)=[N:9][CH:10]=[C:11]([C:13]1[CH:14]=[CH:15][C:16]3[O:22][CH2:21][CH2:20][N:19]([C:23]4[C:28]([CH2:29][C:30]5[CH:35]=[CH:34][C:33]([F:36])=[CH:32][CH:31]=5)=[C:27]([CH3:37])[N:26]=[CH:25][N:24]=4)[CH2:18][C:17]=3[CH:38]=1)[CH:12]=2.Cl, predict the reaction product. The product is: [F:36][C:33]1[CH:34]=[CH:35][C:30]([CH2:29][C:28]2[C:23]([N:19]3[CH2:18][C:17]4[CH:38]=[C:13]([C:11]5[CH:12]=[C:7]6[NH:6][C:5]([NH2:4])=[N:39][C:8]6=[N:9][CH:10]=5)[CH:14]=[CH:15][C:16]=4[O:22][CH2:21][CH2:20]3)=[N:24][CH:25]=[N:26][C:27]=2[CH3:37])=[CH:31][CH:32]=1.